Dataset: Reaction yield outcomes from USPTO patents with 853,638 reactions. Task: Predict the reaction yield, written as a fraction of the theoretical maximum amount of product (1.0 means a 100% yield; for example, 0.34 means a 34% yield). (1) The reactants are Br[C:2]1[CH:7]=[CH:6][CH:5]=[C:4]([S:8]([CH2:11][CH2:12]Cl)(=[O:10])=[O:9])[CH:3]=1.[CH3:14][C:15]1([CH3:31])[C:19]([CH3:21])([CH3:20])[O:18][B:17]([B:17]2[O:18][C:19]([CH3:21])([CH3:20])[C:15]([CH3:31])([CH3:14])[O:16]2)[O:16]1.C([O-])(=O)C.[K+]. The catalyst is O1CCOCC1.C1C=CC(P(C2C=CC=CC=2)[C-]2C=CC=C2)=CC=1.C1C=CC(P(C2C=CC=CC=2)[C-]2C=CC=C2)=CC=1.Cl[Pd]Cl.[Fe+2].C(Cl)Cl. The product is [CH3:14][C:15]1([CH3:31])[C:19]([CH3:21])([CH3:20])[O:18][B:17]([C:2]2[CH:7]=[CH:6][CH:5]=[C:4]([S:8]([CH:11]=[CH2:12])(=[O:10])=[O:9])[CH:3]=2)[O:16]1. The yield is 0.300. (2) The reactants are [I:1][C:2]1[CH:12]=[CH:11][C:5]([C:6](OCC)=[O:7])=[CH:4][N:3]=1.[BH4-].[Na+]. The catalyst is C(O)C. The product is [I:1][C:2]1[N:3]=[CH:4][C:5]([CH2:6][OH:7])=[CH:11][CH:12]=1. The yield is 0.670. (3) The reactants are [C:1]([O:5][C:6](=[O:22])[N:7]=[C:8]([NH:14][C:15]([O:17][C:18]([CH3:21])([CH3:20])[CH3:19])=[O:16])[N:9]1[CH:13]=[CH:12][CH:11]=[N:10]1)([CH3:4])([CH3:3])[CH3:2].[C:23]([O:27][C:28](=[O:34])[NH:29][CH2:30][CH2:31][CH2:32]O)([CH3:26])([CH3:25])[CH3:24].C1(P(C2C=CC=CC=2)C2C=CC=CC=2)C=CC=CC=1.CC(OC(/N=N/C(OC(C)C)=O)=O)C. The catalyst is C1COCC1. The product is [C:1]([O:5][C:6](=[O:22])[N:7]([CH2:32][CH2:31][CH2:30][NH:29][C:28]([O:27][C:23]([CH3:24])([CH3:26])[CH3:25])=[O:34])[C:8](=[N:14][C:15]([O:17][C:18]([CH3:21])([CH3:20])[CH3:19])=[O:16])[N:9]1[CH:13]=[CH:12][CH:11]=[N:10]1)([CH3:4])([CH3:3])[CH3:2]. The yield is 0.800.